Task: Binary Classification. Given a T-cell receptor sequence (or CDR3 region) and an epitope sequence, predict whether binding occurs between them.. Dataset: TCR-epitope binding with 47,182 pairs between 192 epitopes and 23,139 TCRs (1) The epitope is WICLLQFAY. The TCR CDR3 sequence is CASSLGGASYEQYF. Result: 1 (the TCR binds to the epitope). (2) The epitope is FVDGVPFVV. The TCR CDR3 sequence is CASSQTMDTQYF. Result: 1 (the TCR binds to the epitope). (3) The epitope is CINGVCWTV. The TCR CDR3 sequence is CASSQEVGQRLLNTGELFF. Result: 1 (the TCR binds to the epitope). (4) The epitope is IPSINVHHY. The TCR CDR3 sequence is CASLEGGSYTF. Result: 0 (the TCR does not bind to the epitope).